This data is from Reaction yield outcomes from USPTO patents with 853,638 reactions. The task is: Predict the reaction yield, written as a fraction of the theoretical maximum amount of product (1.0 means a 100% yield; for example, 0.34 means a 34% yield). (1) The reactants are [C:1]([C:4]1[CH:9]=[CH:8][C:7]([NH:10][C:11]([C:13]2[N:14](COCC[Si](C)(C)C)[CH:15]=[C:16]([C:18]#[N:19])[N:17]=2)=[O:12])=[C:6]([C:28]2[CH2:33][CH2:32][CH2:31][CH2:30][CH:29]=2)[CH:5]=1)(=[O:3])[NH2:2].C(O)(C(F)(F)F)=O.C(O)CC. The catalyst is C(Cl)Cl. The product is [C:1]([C:4]1[CH:9]=[CH:8][C:7]([NH:10][C:11]([C:13]2[NH:14][CH:15]=[C:16]([C:18]#[N:19])[N:17]=2)=[O:12])=[C:6]([C:28]2[CH2:33][CH2:32][CH2:31][CH2:30][CH:29]=2)[CH:5]=1)(=[O:3])[NH2:2]. The yield is 0.610. (2) The reactants are [CH3:1][C:2]([CH3:53])([CH3:52])[CH2:3][C:4]([NH:6][C:7]1[CH:12]=[CH:11][CH:10]=[C:9]([C:13]2[C:21]3[C:16](=[CH:17][CH:18]=[C:19]([C:22]4[N:26]=[CH:25][N:24](C(C5C=CC=CC=5)(C5C=CC=CC=5)C5C=CC=CC=5)[N:23]=4)[CH:20]=3)[N:15](C3CCCCO3)[N:14]=2)[CH:8]=1)=[O:5]. The catalyst is Cl.O1CCOCC1. The product is [NH:24]1[CH:25]=[N:26][C:22]([C:19]2[CH:20]=[C:21]3[C:16](=[CH:17][CH:18]=2)[NH:15][N:14]=[C:13]3[C:9]2[CH:8]=[C:7]([NH:6][C:4](=[O:5])[CH2:3][C:2]([CH3:52])([CH3:1])[CH3:53])[CH:12]=[CH:11][CH:10]=2)=[N:23]1. The yield is 0.290. (3) The reactants are [OH:1][CH:2]([CH3:29])[CH2:3][CH2:4][N:5]1[C:13](=[O:14])[C:12]2[NH:11][C:10]([O:15][C:16]3[CH:21]=[CH:20][CH:19]=[C:18]([O:22][C:23]([F:26])([F:25])[F:24])[CH:17]=3)=[N:9][C:8]=2[N:7]([CH3:27])[C:6]1=[O:28].Cl.Cl[CH2:32][C:33]1[CH:38]=[CH:37][C:36]([CH3:39])=[CH:35][N:34]=1.C(=O)([O-])[O-].[K+].[K+]. The catalyst is CN(C=O)C.CCCC[N+](CCCC)(CCCC)CCCC.[I-]. The product is [OH:1][CH:2]([CH3:29])[CH2:3][CH2:4][N:5]1[C:13](=[O:14])[C:12]2[N:11]([CH2:32][C:33]3[CH:38]=[CH:37][C:36]([CH3:39])=[CH:35][N:34]=3)[C:10]([O:15][C:16]3[CH:21]=[CH:20][CH:19]=[C:18]([O:22][C:23]([F:25])([F:26])[F:24])[CH:17]=3)=[N:9][C:8]=2[N:7]([CH3:27])[C:6]1=[O:28]. The yield is 0.319. (4) The yield is 0.760. The reactants are [CH2:1]([O:8][C:9]1[CH:14]=[CH:13][C:12]([Br:15])=[CH:11][C:10]=1[C:16]1[CH:21]=[C:20](Cl)[N:19]=[C:18]([NH2:23])[N:17]=1)[C:2]1[CH:7]=[CH:6][CH:5]=[CH:4][CH:3]=1.[N+:24]([C:27]1[CH:32]=[CH:31][C:30]([NH2:33])=[CH:29][CH:28]=1)([O-:26])=[O:25]. The product is [CH2:1]([O:8][C:9]1[CH:14]=[CH:13][C:12]([Br:15])=[CH:11][C:10]=1[C:16]1[N:17]=[C:18]([NH2:23])[N:19]=[C:20]([NH:33][C:30]2[CH:31]=[CH:32][C:27]([N+:24]([O-:26])=[O:25])=[CH:28][CH:29]=2)[CH:21]=1)[C:2]1[CH:7]=[CH:6][CH:5]=[CH:4][CH:3]=1. No catalyst specified. (5) The reactants are F[C:2]1[CH:3]=[C:4]2[C:9](=[CH:10][C:11]=1[N+:12]([O-:14])=[O:13])[NH:8][C:7](=[O:15])[N:6]([NH:16][S:17]([CH3:20])(=[O:19])=[O:18])[C:5]2=[O:21].[C:22]([O:26][C:27](=[O:32])[NH:28][CH2:29][CH2:30][NH2:31])([CH3:25])([CH3:24])[CH3:23]. No catalyst specified. The product is [C:22]([O:26][C:27](=[O:32])[NH:28][CH2:29][CH2:30][NH:31][C:2]1[CH:3]=[C:4]2[C:9](=[CH:10][C:11]=1[N+:12]([O-:14])=[O:13])[NH:8][C:7](=[O:15])[N:6]([NH:16][S:17]([CH3:20])(=[O:19])=[O:18])[C:5]2=[O:21])([CH3:25])([CH3:23])[CH3:24]. The yield is 0.620. (6) The reactants are Br[C:2]1[CH:3]=[C:4]2[C:9](=[CH:10][CH:11]=1)[O:8][CH:7]([C:12]1[CH:17]=[CH:16][CH:15]=[CH:14][N:13]=1)[CH2:6][C:5]2=[O:18].[C:19]([C:21]1[CH:22]=[C:23](B(O)O)[CH:24]=[CH:25][CH:26]=1)#[N:20]. The catalyst is O1CCOCC1.C([O-])([O-])=O.[Cs+].[Cs+].Cl[Pd](Cl)([P](C1C=CC=CC=1)(C1C=CC=CC=1)C1C=CC=CC=1)[P](C1C=CC=CC=1)(C1C=CC=CC=1)C1C=CC=CC=1. The product is [O:18]=[C:5]1[C:4]2[C:9](=[CH:10][CH:11]=[C:2]([C:25]3[CH:26]=[C:21]([CH:22]=[CH:23][CH:24]=3)[C:19]#[N:20])[CH:3]=2)[O:8][CH:7]([C:12]2[CH:17]=[CH:16][CH:15]=[CH:14][N:13]=2)[CH2:6]1. The yield is 0.600. (7) The yield is 0.600. The reactants are [O:1]1[CH2:6][CH2:5][N:4]([CH2:7][C:8]2[O:9][C:10]3[C:15]([C:16](=[O:24])[C:17]=2[C:18]2[CH:23]=[CH:22][CH:21]=[CH:20][CH:19]=2)=[CH:14][CH:13]=[CH:12][CH:11]=3)[CH2:3][CH2:2]1.[ClH:25]. The catalyst is C1COCC1.C(OCC)C. The product is [ClH:25].[O:1]1[CH2:6][CH2:5][N:4]([CH2:7][C:8]2[O:9][C:10]3[C:15]([C:16](=[O:24])[C:17]=2[C:18]2[CH:19]=[CH:20][CH:21]=[CH:22][CH:23]=2)=[CH:14][CH:13]=[CH:12][CH:11]=3)[CH2:3][CH2:2]1. (8) The reactants are [Cl:1][C:2]1[CH:10]=[CH:9][C:8]([O:11][C:12]([F:15])([F:14])[F:13])=[C:7]2[C:3]=1[C:4]([C:20](O)=[O:21])=[CH:5][N:6]2[CH2:16][CH2:17][O:18][CH3:19].CCN(CC)CC.Cl.[F:31][C:32]([F:51])([F:50])[C:33]([NH:35][CH2:36][C:37]1[CH:42]=[CH:41][C:40]([F:43])=[C:39]([CH:44]2[CH2:49][CH2:48][NH:47][CH2:46][CH2:45]2)[CH:38]=1)=[O:34].CCN=C=NCCCN(C)C. The catalyst is C(Cl)Cl. The product is [Cl:1][C:2]1[CH:10]=[CH:9][C:8]([O:11][C:12]([F:15])([F:13])[F:14])=[C:7]2[C:3]=1[C:4]([C:20]([N:47]1[CH2:48][CH2:49][CH:44]([C:39]3[CH:38]=[C:37]([CH:42]=[CH:41][C:40]=3[F:43])[CH2:36][NH:35][C:33](=[O:34])[C:32]([F:51])([F:50])[F:31])[CH2:45][CH2:46]1)=[O:21])=[CH:5][N:6]2[CH2:16][CH2:17][O:18][CH3:19]. The yield is 0.580.